Dataset: Reaction yield outcomes from USPTO patents with 853,638 reactions. Task: Predict the reaction yield, written as a fraction of the theoretical maximum amount of product (1.0 means a 100% yield; for example, 0.34 means a 34% yield). (1) The reactants are [Br:1][C:2]1[CH:7]=[C:6]([F:8])[CH:5]=[CH:4][C:3]=1[CH:9]1[C:14]([C:15]([O:17][CH2:18][CH3:19])=[O:16])=[C:13]([CH2:20]Br)[NH:12][C:11]([C:22]2[S:23][CH:24]=[CH:25][N:26]=2)=[N:10]1.Cl.[N:28]1[CH:32]([CH:33]2[CH2:38][O:37][CH2:36][CH2:35][NH:34]2)[N:31]=[N:30][N:29]=1. No catalyst specified. The product is [N:31]1[CH:32]([CH:33]2[N:34]([CH2:20][C:13]3[NH:12][C:11]([C:22]4[S:23][CH:24]=[CH:25][N:26]=4)=[N:10][CH:9]([C:3]4[CH:4]=[CH:5][C:6]([F:8])=[CH:7][C:2]=4[Br:1])[C:14]=3[C:15]([O:17][CH2:18][CH3:19])=[O:16])[CH2:35][CH2:36][O:37][CH2:38]2)[N:28]=[N:29][N:30]=1. The yield is 0.420. (2) The reactants are [O:1]1[CH:5]=[CH:4][CH:3]=[C:2]1[CH2:6][S:7][CH:8]([C:12]1[CH:17]=[CH:16][C:15]([Cl:18])=[C:14]([Cl:19])[CH:13]=1)[C:9]([OH:11])=O.[NH2:20][C:21]1[S:22][CH:23]=[CH:24][N:25]=1. The catalyst is C1COCC1. The product is [Cl:19][C:14]1[CH:13]=[C:12]([CH:8]([S:7][CH2:6][C:2]2[O:1][CH:5]=[CH:4][CH:3]=2)[C:9]([NH:20][C:21]2[S:22][CH:23]=[CH:24][N:25]=2)=[O:11])[CH:17]=[CH:16][C:15]=1[Cl:18]. The yield is 0.850. (3) The reactants are [I:1][C:2]1[CH:7]=[CH:6][C:5]([NH:8][C:9]2[CH:17]=[N:16][CH:15]=[CH:14][C:10]=2[C:11](O)=[O:12])=[C:4]([CH3:18])[CH:3]=1.C(N1C=CN=C1)(N1C=CN=C1)=O.[CH3:31][S:32]([NH2:35])(=[O:34])=[O:33].C1CCN2C(=NCCC2)CC1. The catalyst is C1COCC1. The product is [I:1][C:2]1[CH:7]=[CH:6][C:5]([NH:8][C:9]2[CH:17]=[N:16][CH:15]=[CH:14][C:10]=2[C:11]([NH:35][S:32]([CH3:31])(=[O:34])=[O:33])=[O:12])=[C:4]([CH3:18])[CH:3]=1. The yield is 0.330. (4) The reactants are [C:1]1([C:7]2[N:12]=[N:11][C:10]([N:13]3[CH2:18][CH2:17][N:16]([C:19]4[N:24]=[CH:23][CH:22]=[CH:21][N:20]=4)[CH2:15][CH2:14]3)=[C:9](O)[CH:8]=2)[CH:6]=[CH:5][CH:4]=[CH:3][CH:2]=1.[OH-].[Na+].P(Cl)(Cl)([Cl:30])=O. No catalyst specified. The product is [Cl:30][C:9]1[CH:8]=[C:7]([C:1]2[CH:6]=[CH:5][CH:4]=[CH:3][CH:2]=2)[N:12]=[N:11][C:10]=1[N:13]1[CH2:18][CH2:17][N:16]([C:19]2[N:24]=[CH:23][CH:22]=[CH:21][N:20]=2)[CH2:15][CH2:14]1. The yield is 0.914. (5) The reactants are [NH2:1][C:2]1[C:11]2[C:6](=[C:7]([C:13]([NH:15][C:16]3[C:21]([F:22])=[CH:20][CH:19]=[C:18]([N:23](CC4C=CC(OC)=CC=4)[S:24]([CH2:27][CH2:28][CH3:29])(=[O:26])=[O:25])[C:17]=3[Cl:39])=[O:14])[CH:8]=[C:9]([CH3:12])[CH:10]=2)[N:5]=[CH:4][N:3]=1.C(Cl)Cl.FC(F)(F)C(O)=O. No catalyst specified. The product is [Cl:39][C:17]1[C:18]([NH:23][S:24]([CH2:27][CH2:28][CH3:29])(=[O:25])=[O:26])=[CH:19][CH:20]=[C:21]([F:22])[C:16]=1[NH:15][C:13]([C:7]1[CH:8]=[C:9]([CH3:12])[CH:10]=[C:11]2[C:6]=1[N:5]=[CH:4][N:3]=[C:2]2[NH2:1])=[O:14]. The yield is 0.800. (6) The reactants are C[Si](C)(C)[N-][Si](C)(C)C.[Li+].[F:11][C:12]([F:22])([F:21])[C@H:13]([CH3:20])[CH2:14][C:15]([O:17][CH2:18][CH3:19])=[O:16].Br[C:24]1[CH:29]=[CH:28][C:27]([Cl:30])=[CH:26][C:25]=1[F:31].C1(P(C2CCCCC2)C2C=CC=CC=2C2C=CC=CC=2N(C)C)CCCCC1. The catalyst is C1(C)C=CC=CC=1.C([O-])(=O)C.[Pd+2].C([O-])(=O)C. The product is [Cl:30][C:27]1[CH:28]=[CH:29][C:24]([CH:14]([C@@H:13]([CH3:20])[C:12]([F:21])([F:22])[F:11])[C:15]([O:17][CH2:18][CH3:19])=[O:16])=[C:25]([F:31])[CH:26]=1. The yield is 0.251. (7) The reactants are Cl[C:2]1[C:11]2[C:6](=[CH:7][C:8]([F:12])=[CH:9][CH:10]=2)[N:5]=[C:4]([C:13]([F:22])([F:21])[C:14]2[CH:19]=[CH:18][C:17]([F:20])=[CH:16][CH:15]=2)[N:3]=1.[I-].[K+].CCN(C(C)C)C(C)C.[CH3:34][C:35]1[NH:39][N:38]=[C:37]([NH2:40])[CH:36]=1. The catalyst is CN(C=O)C.O. The product is [F:21][C:13]([F:22])([C:14]1[CH:19]=[CH:18][C:17]([F:20])=[CH:16][CH:15]=1)[C:4]1[N:3]=[C:2]([NH:40][C:37]2[CH:36]=[C:35]([CH3:34])[NH:39][N:38]=2)[C:11]2[C:6](=[CH:7][C:8]([F:12])=[CH:9][CH:10]=2)[N:5]=1. The yield is 0.190. (8) The reactants are Cl.[Cl:2][C:3]1[CH:8]=[C:7]([C:9]2[CH:14]=[C:13]([Cl:15])[CH:12]=[C:11]([Cl:16])[CH:10]=2)[N:6]=[C:5]2[CH2:17][CH2:18][CH2:19][C:4]=12.[NH2:20][C:21]1[CH:29]=[CH:28][C:24]([CH2:25][CH2:26][OH:27])=[CH:23][CH:22]=1. No catalyst specified. The product is [ClH:2].[Cl:16][C:11]1[CH:10]=[C:9]([C:7]2[N:6]=[C:5]3[CH2:17][CH2:18][CH2:19][C:4]3=[C:3]([NH:20][C:21]3[CH:29]=[CH:28][C:24]([CH2:25][CH2:26][OH:27])=[CH:23][CH:22]=3)[CH:8]=2)[CH:14]=[C:13]([Cl:15])[CH:12]=1. The yield is 0.650. (9) The reactants are [I:1]Cl.[O:3]1[C:7]2[CH:8]=[CH:9][C:10]([NH:12][C:13](=[O:15])[CH3:14])=[CH:11][C:6]=2[O:5][CH2:4]1. The yield is 0.220. The catalyst is C(Cl)Cl.C(O)(=O)C. The product is [I:1][C:9]1[C:10]([NH:12][C:13](=[O:15])[CH3:14])=[CH:11][C:6]2[O:5][CH2:4][O:3][C:7]=2[CH:8]=1. (10) The reactants are [CH2:1]([O:3][C:4]1[C:5]([C:15]([F:18])([F:17])[F:16])=[CH:6][C:7]([N+:12]([O-])=O)=[C:8]([CH:11]=1)[C:9]#[N:10])[CH3:2]. The catalyst is CO.Cl.[Fe]. The product is [NH2:12][C:7]1[CH:6]=[C:5]([C:15]([F:17])([F:18])[F:16])[C:4]([O:3][CH2:1][CH3:2])=[CH:11][C:8]=1[C:9]#[N:10]. The yield is 0.840.